This data is from Full USPTO retrosynthesis dataset with 1.9M reactions from patents (1976-2016). The task is: Predict the reactants needed to synthesize the given product. (1) Given the product [CH2:13]([N:6]([CH2:5][C:2]1([CH3:15])[CH2:3][O:4][C:17]([NH2:16])=[N:1]1)[C:7]1[CH:12]=[CH:11][CH:10]=[CH:9][CH:8]=1)[CH3:14], predict the reactants needed to synthesize it. The reactants are: [NH2:1][C:2]([CH3:15])([CH2:5][N:6]([CH2:13][CH3:14])[C:7]1[CH:12]=[CH:11][CH:10]=[CH:9][CH:8]=1)[CH2:3][OH:4].[N:16]#[C:17]Br. (2) Given the product [NH2:1][C:2]1[NH:7][C:6](=[O:8])[N:5]([CH2:9][C:10]2[CH:11]=[CH:12][CH:13]=[CH:14][CH:15]=2)[C:4](=[O:16])[C:3]=1[N:18]=[O:19], predict the reactants needed to synthesize it. The reactants are: [NH2:1][C:2]1[NH:7][C:6](=[O:8])[N:5]([CH2:9][C:10]2[CH:15]=[CH:14][CH:13]=[CH:12][CH:11]=2)[C:4](=[O:16])[CH:3]=1.O.[N:18]([O-])=[O:19].[Na+]. (3) The reactants are: FC1C=CC(C[O:7][C:8](=[O:35])[C:9]2[C:10](=[CH:22][C:23]([O:26][CH2:27][C:28]3[CH:33]=[CH:32][C:31]([F:34])=[CH:30][CH:29]=3)=[CH:24][CH:25]=2)[C:11]([O:13]CC2C=CC(F)=CC=2)=[O:12])=CC=1. Given the product [F:34][C:31]1[CH:30]=[CH:29][C:28]([CH2:27][O:26][C:23]2[CH:22]=[C:10]([C:11]([OH:13])=[O:12])[C:9](=[CH:25][CH:24]=2)[C:8]([OH:35])=[O:7])=[CH:33][CH:32]=1, predict the reactants needed to synthesize it. (4) Given the product [CH2:3]([OH:10])[C:4]1[CH:9]=[CH:8][CH:7]=[CH:6][CH:5]=1.[CH3:1][NH:2][C:11]1[CH:16]=[CH:15][CH:14]=[CH:13][CH:12]=1, predict the reactants needed to synthesize it. The reactants are: [CH3:1][N:2]([C:11]1[CH:16]=[CH:15][CH:14]=[CH:13][CH:12]=1)[C:3](=[O:10])[C:4]1[CH:9]=[CH:8][CH:7]=[CH:6][CH:5]=1. (5) The reactants are: [Cl:1][C:2]1[C:7]([O:8][CH2:9][C:10]([O:12]C)=O)=[CH:6][CH:5]=[CH:4][N:3]=1.O.[NH2:15][NH2:16]. Given the product [Cl:1][C:2]1[C:7]([O:8][CH2:9][C:10]([NH:15][NH2:16])=[O:12])=[CH:6][CH:5]=[CH:4][N:3]=1, predict the reactants needed to synthesize it. (6) Given the product [CH3:7][O:8][C:9]1[CH:10]=[C:11]([C:15]2([CH2:2][CH2:1][C:3](=[O:4])[CH2:5][CH3:6])[C:20](=[O:21])[CH2:19][CH2:18][CH2:17][C:16]2=[O:22])[CH:12]=[CH:13][CH:14]=1, predict the reactants needed to synthesize it. The reactants are: [CH2:1]([C:3]([CH:5]=[CH2:6])=[O:4])[CH3:2].[CH3:7][O:8][C:9]1[CH:10]=[C:11]([CH:15]2[C:20](=[O:21])[CH2:19][CH2:18][CH2:17][C:16]2=[O:22])[CH:12]=[CH:13][CH:14]=1.C(N(CC)CC)C.